Dataset: Peptide-MHC class I binding affinity with 185,985 pairs from IEDB/IMGT. Task: Regression. Given a peptide amino acid sequence and an MHC pseudo amino acid sequence, predict their binding affinity value. This is MHC class I binding data. (1) The peptide sequence is ILLMTVTSI. The MHC is HLA-A03:01 with pseudo-sequence HLA-A03:01. The binding affinity (normalized) is 0.150. (2) The peptide sequence is RTGDIGCFK. The MHC is HLA-A11:01 with pseudo-sequence HLA-A11:01. The binding affinity (normalized) is 0.609. (3) The peptide sequence is GEYKSYCKL. The MHC is HLA-A02:01 with pseudo-sequence HLA-A02:01. The binding affinity (normalized) is 0. (4) The peptide sequence is LSEEIGLDL. The MHC is HLA-A01:01 with pseudo-sequence HLA-A01:01. The binding affinity (normalized) is 0.190.